Dataset: Catalyst prediction with 721,799 reactions and 888 catalyst types from USPTO. Task: Predict which catalyst facilitates the given reaction. (1) Reactant: [O:1]1[CH:5]=[CH:4][C:3]([N:6](CC2C=CC(OC)=CC=2)[S:7]([C:10]2[CH:11]=[C:12]3[C:17](=[CH:18][CH:19]=2)[N:16]([C:20]2[C:25]([OH:26])=[CH:24][C:23]([C:27]4[CH:32]=[C:31]([F:33])[CH:30]=[C:29]([F:34])[CH:28]=4)=[C:22]([F:35])[CH:21]=2)[C:15](=[O:36])[CH:14]=[CH:13]3)(=[O:9])=[O:8])=[N:2]1.FC(F)(F)S(O)(=O)=O. Product: [O:1]1[CH:5]=[CH:4][C:3]([NH:6][S:7]([C:10]2[CH:11]=[C:12]3[C:17](=[CH:18][CH:19]=2)[N:16]([C:20]2[C:25]([OH:26])=[CH:24][C:23]([C:27]4[CH:32]=[C:31]([F:33])[CH:30]=[C:29]([F:34])[CH:28]=4)=[C:22]([F:35])[CH:21]=2)[C:15](=[O:36])[CH:14]=[CH:13]3)(=[O:8])=[O:9])=[N:2]1. The catalyst class is: 583. (2) Reactant: C(O)(=O)C.[OH:5][C:6]1([C:25]2[CH:35]=[CH:34][C:28]([O:29][CH2:30][C:31](=O)[CH3:32])=[CH:27][CH:26]=2)[CH2:11][CH2:10][N:9]([C:12]2[CH:13]=[CH:14][C:15]3[N:16]([C:18]([C:21]([F:24])([F:23])[F:22])=[N:19][N:20]=3)[N:17]=2)[CH2:8][CH2:7]1.[C:36]([N:39]1[CH2:44][CH2:43][NH:42][CH2:41][CH2:40]1)(=[O:38])[CH3:37].[O-]S([O-])(=O)=O.[Mg+2].[Na]. Product: [C:36]([N:39]1[CH2:44][CH2:43][N:42]([CH:31]([CH3:32])[CH2:30][O:29][C:28]2[CH:27]=[CH:26][C:25]([C:6]3([OH:5])[CH2:11][CH2:10][N:9]([C:12]4[CH:13]=[CH:14][C:15]5[N:16]([C:18]([C:21]([F:23])([F:22])[F:24])=[N:19][N:20]=5)[N:17]=4)[CH2:8][CH2:7]3)=[CH:35][CH:34]=2)[CH2:41][CH2:40]1)(=[O:38])[CH3:37]. The catalyst class is: 1. (3) Reactant: [C:1]([N:4]1[C:13]2[C:8](=[CH:9][CH:10]=[CH:11][CH:12]=2)[C:7](=O)[CH2:6][CH:5]1[CH3:15])(=[O:3])[CH3:2].[NH2:16][C:17]1[CH:18]=[CH:19][C:20]2[O:24][CH:23]=[N:22][C:21]=2[CH:25]=1.C(N(CC)CC)C. Product: [C:1]([N:4]1[C:13]2[C:8](=[CH:9][CH:10]=[CH:11][CH:12]=2)[C:7](=[N:16][C:17]2[CH:18]=[CH:19][C:20]3[O:24][CH:23]=[N:22][C:21]=3[CH:25]=2)[CH2:6][CH:5]1[CH3:15])(=[O:3])[CH3:2]. The catalyst class is: 642. (4) Reactant: [NH:1]1[C:5]2=[N:6][CH:7]=[CH:8][CH:9]=[C:4]2[CH:3]=[CH:2]1.[Br:10][C:11]1[N:16]=[CH:15][C:14]([CH:17]=[O:18])=[CH:13][CH:12]=1.[OH-].[K+]. Product: [Br:10][C:11]1[N:16]=[CH:15][C:14]([CH:17]([C:3]2[C:4]3[C:5](=[N:6][CH:7]=[CH:8][CH:9]=3)[NH:1][CH:2]=2)[OH:18])=[CH:13][CH:12]=1. The catalyst class is: 5. (5) Reactant: [NH2:1][CH2:2][C@@H:3]1[O:7][C:6](=[O:8])[N:5]([C:9]2[CH:14]=[CH:13][C:12]([C:15]3[CH2:16][CH2:17][N:18]([CH2:21][C:22]4[CH:27]=[CH:26][CH:25]=[CH:24][CH:23]=4)[CH2:19][CH:20]=3)=[C:11]([F:28])[CH:10]=2)[CH2:4]1.C(N(C(C)C)CC)(C)C.C1(C)C(S([NH:47][N:48]=[C:49]([CH3:53])[CH:50](Cl)Cl)(=O)=O)=CC=CC=1.CO. Product: [CH2:21]([N:18]1[CH2:17][CH:16]=[C:15]([C:12]2[CH:13]=[CH:14][C:9]([N:5]3[CH2:4][C@H:3]([CH2:2][N:1]4[CH:50]=[C:49]([CH3:53])[N:48]=[N:47]4)[O:7][C:6]3=[O:8])=[CH:10][C:11]=2[F:28])[CH2:20][CH2:19]1)[C:22]1[CH:27]=[CH:26][CH:25]=[CH:24][CH:23]=1. The catalyst class is: 13. (6) Reactant: [CH:1]1([CH2:7][CH2:8][CH2:9][C@@H:10]([C:15]2[O:19][N:18]=[C:17]([C:20]([N:22]([CH2:24][CH2:25][N:26]([CH3:28])[CH3:27])[CH3:23])=[O:21])[N:16]=2)[CH2:11][C:12](O)=[O:13])[CH2:6][CH2:5][CH2:4][CH2:3][CH2:2]1.CN1CCOCC1.ClC(OCC(C)C)=O.C[Si](C)(C)[O:46][NH2:47]. Product: [CH:1]1([CH2:7][CH2:8][CH2:9][C@@H:10]([C:15]2[O:19][N:18]=[C:17]([C:20]([N:22]([CH2:24][CH2:25][N:26]([CH3:28])[CH3:27])[CH3:23])=[O:21])[N:16]=2)[CH2:11][C:12]([NH:47][OH:46])=[O:13])[CH2:6][CH2:5][CH2:4][CH2:3][CH2:2]1. The catalyst class is: 98.